Dataset: Forward reaction prediction with 1.9M reactions from USPTO patents (1976-2016). Task: Predict the product of the given reaction. (1) Given the reactants [NH2:1][C@@H:2]([CH2:5][CH2:6][N:7]1[CH2:10][CH:9]([O:11][C:12]2[CH:17]=[CH:16][C:15]([Cl:18])=[CH:14][CH:13]=2)[CH2:8]1)[CH2:3][OH:4].C1([O:25][C:26](=O)[NH:27][C:28]2[N:29]([CH3:35])[N:30]=[C:31]([CH2:33][CH3:34])[CH:32]=2)C=CC=CC=1, predict the reaction product. The product is: [Cl:18][C:15]1[CH:14]=[CH:13][C:12]([O:11][CH:9]2[CH2:10][N:7]([CH2:6][CH2:5][C@H:2]([NH:1][C:26]([NH:27][C:28]3[N:29]([CH3:35])[N:30]=[C:31]([CH2:33][CH3:34])[CH:32]=3)=[O:25])[CH2:3][OH:4])[CH2:8]2)=[CH:17][CH:16]=1. (2) Given the reactants Br[C:2]1[C:7]([Br:8])=[CH:6][C:5]([Cl:9])=[CH:4][N:3]=1.CN([CH:13]=[O:14])C, predict the reaction product. The product is: [Br:8][C:7]1[C:2]([CH:13]=[O:14])=[N:3][CH:4]=[C:5]([Cl:9])[CH:6]=1. (3) Given the reactants C[O:2][C:3]1[N:8]=[CH:7][C:6]([C:9]([NH:11][C@@H:12]([C:23]2[CH:28]=[CH:27][C:26]([C:29]([F:32])([F:31])[F:30])=[CH:25][CH:24]=2)[C:13]2[C:18]([C:19]([F:22])([F:21])[F:20])=[CH:17][CH:16]=[CH:15][N:14]=2)=[O:10])=[CH:5][N:4]=1.[I-].[Na+].Cl[Si](C)(C)C.S([O-])([O-])(=O)=S.[Na+].[Na+], predict the reaction product. The product is: [OH:2][C:3]1[N:8]=[CH:7][C:6]([C:9]([NH:11][C@@H:12]([C:23]2[CH:28]=[CH:27][C:26]([C:29]([F:32])([F:31])[F:30])=[CH:25][CH:24]=2)[C:13]2[C:18]([C:19]([F:20])([F:21])[F:22])=[CH:17][CH:16]=[CH:15][N:14]=2)=[O:10])=[CH:5][N:4]=1.